Predict the product of the given reaction. From a dataset of Forward reaction prediction with 1.9M reactions from USPTO patents (1976-2016). (1) Given the reactants Br[C:2]1[N:3]([CH2:21][C:22]([N:24]([CH3:26])[CH3:25])=[O:23])[C:4]2[C:9]([C:10]=1[CH:11]1[CH2:16][CH2:15][CH2:14][CH2:13][CH2:12]1)=[CH:8][CH:7]=[C:6]([C:17]([O:19][CH3:20])=[O:18])[CH:5]=2.[NH:27]1[C:35]2[C:30](=[CH:31][CH:32]=[C:33](C(OC)=O)[CH:34]=2)[CH:29]=[CH:28]1.C([O-])([O-])=O.[Na+].[Na+].N1C2C(=C(B(O)O)C=CC=2)C=C1, predict the reaction product. The product is: [CH:11]1([C:10]2[C:9]3[C:4](=[CH:5][C:6]([C:17]([O:19][CH3:20])=[O:18])=[CH:7][CH:8]=3)[N:3]([CH2:21][C:22]([N:24]([CH3:26])[CH3:25])=[O:23])[C:2]=2[C:31]2[C:30]3[CH:29]=[CH:28][NH:27][C:35]=3[CH:34]=[CH:33][CH:32]=2)[CH2:16][CH2:15][CH2:14][CH2:13][CH2:12]1. (2) Given the reactants [Cl:1][C:2]1[C:7]([OH:8])=[C:6]([Cl:9])[CH:5]=[C:4]([CH3:10])[CH:3]=1.[C:11]([O:15][C:16]([N:18]1[CH2:25][CH:24]2[N:26]([C:27]([O:29][C:30]([CH3:33])([CH3:32])[CH3:31])=[O:28])[CH:20]([CH2:21][C:22]([C:50]3[S:54][C:53]([O:55][CH2:56][CH2:57]O)=[N:52][CH:51]=3)=[C:23]2[C:34](=[O:49])[N:35]([CH:46]2[CH2:48][CH2:47]2)[CH2:36][C:37]2[CH:42]=[CH:41][CH:40]=[C:39]([O:43][CH3:44])[C:38]=2[CH3:45])[CH2:19]1)=[O:17])([CH3:14])([CH3:13])[CH3:12].P(CCCC)(CCCC)CCCC, predict the reaction product. The product is: [C:11]([O:15][C:16]([N:18]1[CH2:25][CH:24]2[N:26]([C:27]([O:29][C:30]([CH3:32])([CH3:31])[CH3:33])=[O:28])[CH:20]([CH2:21][C:22]([C:50]3[S:54][C:53]([O:55][CH2:56][CH2:57][O:8][C:7]4[C:2]([Cl:1])=[CH:3][C:4]([CH3:10])=[CH:5][C:6]=4[Cl:9])=[N:52][CH:51]=3)=[C:23]2[C:34](=[O:49])[N:35]([CH:46]2[CH2:47][CH2:48]2)[CH2:36][C:37]2[CH:42]=[CH:41][CH:40]=[C:39]([O:43][CH3:44])[C:38]=2[CH3:45])[CH2:19]1)=[O:17])([CH3:12])([CH3:13])[CH3:14].